Dataset: NCI-60 drug combinations with 297,098 pairs across 59 cell lines. Task: Regression. Given two drug SMILES strings and cell line genomic features, predict the synergy score measuring deviation from expected non-interaction effect. (1) Drug 1: C1CCC(CC1)NC(=O)N(CCCl)N=O. Drug 2: CC1CCCC2(C(O2)CC(NC(=O)CC(C(C(=O)C(C1O)C)(C)C)O)C(=CC3=CSC(=N3)C)C)C. Cell line: HCT116. Synergy scores: CSS=28.8, Synergy_ZIP=-1.77, Synergy_Bliss=-1.64, Synergy_Loewe=-0.875, Synergy_HSA=-0.622. (2) Drug 1: C1=CC=C(C=C1)NC(=O)CCCCCCC(=O)NO. Drug 2: C1CC(=O)NC(=O)C1N2C(=O)C3=CC=CC=C3C2=O. Cell line: SK-MEL-5. Synergy scores: CSS=37.0, Synergy_ZIP=2.32, Synergy_Bliss=3.10, Synergy_Loewe=-26.5, Synergy_HSA=-1.49. (3) Drug 1: CC1C(C(CC(O1)OC2CC(CC3=C2C(=C4C(=C3O)C(=O)C5=C(C4=O)C(=CC=C5)OC)O)(C(=O)C)O)N)O.Cl. Synergy scores: CSS=2.21, Synergy_ZIP=-3.95, Synergy_Bliss=-0.999, Synergy_Loewe=-4.69, Synergy_HSA=-1.68. Drug 2: CCCCC(=O)OCC(=O)C1(CC(C2=C(C1)C(=C3C(=C2O)C(=O)C4=C(C3=O)C=CC=C4OC)O)OC5CC(C(C(O5)C)O)NC(=O)C(F)(F)F)O. Cell line: HS 578T. (4) Drug 1: C1CCC(C1)C(CC#N)N2C=C(C=N2)C3=C4C=CNC4=NC=N3. Drug 2: CCN(CC)CCNC(=O)C1=C(NC(=C1C)C=C2C3=C(C=CC(=C3)F)NC2=O)C. Cell line: CAKI-1. Synergy scores: CSS=18.2, Synergy_ZIP=-4.21, Synergy_Bliss=4.68, Synergy_Loewe=8.55, Synergy_HSA=8.18. (5) Drug 1: CC1OCC2C(O1)C(C(C(O2)OC3C4COC(=O)C4C(C5=CC6=C(C=C35)OCO6)C7=CC(=C(C(=C7)OC)O)OC)O)O. Drug 2: C1=CC(=CC=C1CCCC(=O)O)N(CCCl)CCCl. Cell line: HCT116. Synergy scores: CSS=59.5, Synergy_ZIP=-2.61, Synergy_Bliss=-2.04, Synergy_Loewe=-6.58, Synergy_HSA=2.11. (6) Drug 1: C1CCC(CC1)NC(=O)N(CCCl)N=O. Drug 2: CC1CCC2CC(C(=CC=CC=CC(CC(C(=O)C(C(C(=CC(C(=O)CC(OC(=O)C3CCCCN3C(=O)C(=O)C1(O2)O)C(C)CC4CCC(C(C4)OC)O)C)C)O)OC)C)C)C)OC. Cell line: HCT-15. Synergy scores: CSS=20.8, Synergy_ZIP=-10.5, Synergy_Bliss=-14.1, Synergy_Loewe=-13.0, Synergy_HSA=-9.79. (7) Drug 1: CC12CCC3C(C1CCC2=O)CC(=C)C4=CC(=O)C=CC34C. Drug 2: CN(CC1=CN=C2C(=N1)C(=NC(=N2)N)N)C3=CC=C(C=C3)C(=O)NC(CCC(=O)O)C(=O)O. Cell line: HS 578T. Synergy scores: CSS=47.4, Synergy_ZIP=-2.39, Synergy_Bliss=2.46, Synergy_Loewe=-8.59, Synergy_HSA=2.01.